From a dataset of Forward reaction prediction with 1.9M reactions from USPTO patents (1976-2016). Predict the product of the given reaction. (1) The product is: [C:21]([NH:1][CH:2]([P:3](=[O:10])([O:7][CH2:8][CH3:9])[O:4][CH2:5][CH3:6])[P:11](=[O:18])([O:12][CH2:13][CH3:14])[O:15][CH2:16][CH3:17])(=[O:22])[CH2:20][SH:19]. Given the reactants [NH2:1][CH:2]([P:11](=[O:18])([O:15][CH2:16][CH3:17])[O:12][CH2:13][CH3:14])[P:3](=[O:10])([O:7][CH2:8][CH3:9])[O:4][CH2:5][CH3:6].[SH:19][CH2:20][C:21](O)=[O:22], predict the reaction product. (2) Given the reactants [CH3:1][C@@H:2]1[C@@H:7]([CH3:8])[N:6](C)[CH2:5][CH2:4][N:3]1[C:10](OCC1C=CC=CC=1)=O, predict the reaction product. The product is: [CH3:10][N:3]1[CH2:4][CH2:5][NH:6][C@H:7]([CH3:8])[C@H:2]1[CH3:1]. (3) Given the reactants FC(F)(F)C(O)=O.[Cl:8][C:9]1[CH:14]=[CH:13][C:12]([C:15]2[CH:20]=[CH:19][C:18]([CH2:21][CH2:22][C@H:23]3[O:32][C@@H:26]4[O:27]C(C)(C)[O:29][C@@H:25]4[C@@H:24]3[CH2:33][CH2:34][N:35]3[C:43](=[O:44])[C:42]4[C:37](=[CH:38][CH:39]=[CH:40][CH:41]=4)[C:36]3=[O:45])=[CH:17][CH:16]=2)=[CH:11][CH:10]=1, predict the reaction product. The product is: [Cl:8][C:9]1[CH:10]=[CH:11][C:12]([C:15]2[CH:16]=[CH:17][C:18]([CH2:21][CH2:22][C@@H:23]3[C@@H:24]([CH2:33][CH2:34][N:35]4[C:36](=[O:45])[C:37]5[C:42](=[CH:41][CH:40]=[CH:39][CH:38]=5)[C:43]4=[O:44])[C@@H:25]([OH:29])[C@@H:26]([OH:27])[O:32]3)=[CH:19][CH:20]=2)=[CH:13][CH:14]=1. (4) Given the reactants C(N1C(=O)C2[C:11]([NH:18][C:19]3[CH:24]=[CH:23][C:22]([I:25])=[CH:21][C:20]=3[F:26])=[C:12]([Cl:17])[C:13](=[O:16])[N:14]([CH3:15])[C:7]=2[C:6]([C:27]2[CH:28]=[C:29]([NH:33][C:34](=[O:36])[CH3:35])[CH:30]=[CH:31][CH:32]=2)=[N:5]1)C=C.C[N+:38]1([O-])[CH2:43][CH2:42][O:41][CH2:40][CH2:39]1.C1[CH2:49][O:48]CC1.[OH2:50], predict the reaction product. The product is: [Cl:17][C:12]1[C:13](=[O:16])[N:14]([CH3:15])[C:7]2[C:6]([C:27]3[CH:28]=[C:29]([NH:33][C:34](=[O:36])[CH3:35])[CH:30]=[CH:31][CH:32]=3)=[N:5][N:38]([CH2:39][CH:40]([OH:41])[CH2:49][OH:48])[C:43](=[O:50])[C:42]=2[C:11]=1[NH:18][C:19]1[CH:24]=[CH:23][C:22]([I:25])=[CH:21][C:20]=1[F:26]. (5) Given the reactants C([N:8]1[CH2:13][CH2:12][CH:11]([O:14][Si:15]([C:18]([CH3:21])([CH3:20])[CH3:19])([CH3:17])[CH3:16])[CH2:10][CH2:9]1)C1C=CC=CC=1.[H][H], predict the reaction product. The product is: [Si:15]([O:14][CH:11]1[CH2:10][CH2:9][NH:8][CH2:13][CH2:12]1)([C:18]([CH3:21])([CH3:20])[CH3:19])([CH3:17])[CH3:16].